This data is from Reaction yield outcomes from USPTO patents with 853,638 reactions. The task is: Predict the reaction yield, written as a fraction of the theoretical maximum amount of product (1.0 means a 100% yield; for example, 0.34 means a 34% yield). The reactants are Cl.[C:2](=[NH:6])([NH2:5])[CH2:3][CH3:4].C[O-].[Na+].[C:10]([C:12]1[CH:17]=[CH:16][CH:15]=[CH:14][C:13]=1[C:18]1[CH:23]=[CH:22][C:21]([CH2:24][CH:25]([C:30](=O)[CH2:31][CH2:32][CH2:33][CH3:34])[C:26](OC)=[O:27])=[C:20]([F:36])[CH:19]=1)#[N:11]. The catalyst is CO. The product is [CH2:31]([C:30]1[N:6]=[C:2]([CH2:3][CH3:4])[NH:5][C:26](=[O:27])[C:25]=1[CH2:24][C:21]1[CH:22]=[CH:23][C:18]([C:13]2[C:12]([C:10]#[N:11])=[CH:17][CH:16]=[CH:15][CH:14]=2)=[CH:19][C:20]=1[F:36])[CH2:32][CH2:33][CH3:34]. The yield is 0.530.